From a dataset of Full USPTO retrosynthesis dataset with 1.9M reactions from patents (1976-2016). Predict the reactants needed to synthesize the given product. (1) Given the product [F:29][CH:2]([F:1])[N:3]1[CH:7]=[C:6]([N:8]2[C:16]3[CH:15]=[CH:14][C:13]([F:17])=[CH:12][C:11]=3[C:10]3[NH:18][N:19]=[CH:20][C:9]2=3)[C:5]([CH2:27][OH:28])=[N:4]1, predict the reactants needed to synthesize it. The reactants are: [F:1][CH:2]([F:29])[N:3]1[CH:7]=[C:6]([N:8]2[C:16]3[CH:15]=[CH:14][C:13]([F:17])=[CH:12][C:11]=3[C:10]3[N:18](C4CCCCO4)[N:19]=[CH:20][C:9]2=3)[C:5]([CH2:27][OH:28])=[N:4]1.Cl.O1CCOCC1. (2) Given the product [C:22]([O:26][C:27](=[O:44])[C:28]1[C:33]([NH:34][C:35]2[CH:40]=[CH:39][C:38]([Br:41])=[CH:37][C:36]=2[Cl:42])=[C:32]([F:21])[C:31]([NH2:43])=[N:30][CH:29]=1)([CH3:25])([CH3:23])[CH3:24], predict the reactants needed to synthesize it. The reactants are: F[B-](F)(F)F.F[B-](F)(F)F.ClC[N+]12CC[N+]([F:21])(CC1)CC2.[C:22]([O:26][C:27](=[O:44])[C:28]1[C:33]([NH:34][C:35]2[CH:40]=[CH:39][C:38]([Br:41])=[CH:37][C:36]=2[Cl:42])=[CH:32][C:31]([NH2:43])=[N:30][CH:29]=1)([CH3:25])([CH3:24])[CH3:23].CO.O. (3) Given the product [OH:41][C:42]1[C:47](=[O:48])[N:46]([CH3:49])[C:45]([C:50]2[S:51][CH:52]=[CH:53][C:54]=2[NH:55][C:12](=[O:14])[CH2:11][C:10]2[C:9]3[C:4](=[CH:5][CH:6]=[CH:7][CH:8]=3)[NH:3][C:2]=2[CH3:1])=[N:44][C:43]=1[C:56]([OH:58])=[O:57], predict the reactants needed to synthesize it. The reactants are: [CH3:1][C:2]1[NH:3][C:4]2[C:9]([C:10]=1[CH2:11][C:12]([OH:14])=O)=[CH:8][CH:7]=[CH:6][CH:5]=2.C(N(CC)CC)C.C1N(P(Cl)(N2C(=O)OCC2)=O)C(=O)OC1.CC(C)(C)C([O:41][C:42]1[C:47](=[O:48])[N:46]([CH3:49])[C:45]([C:50]2[S:51][CH:52]=[CH:53][C:54]=2[NH2:55])=[N:44][C:43]=1[C:56]([O:58]C)=[O:57])=O. (4) Given the product [Si:6]([O:13][CH2:14][C@@H:15]([N:17]1[C:21]2[N:22]=[CH:23][N:24]=[CH:25][C:20]=2[C:19]([C:46]([C:45]2[CH:44]=[N:43][CH:42]=[C:41]([N:40]=[C:33]([C:34]3[CH:39]=[CH:38][CH:37]=[CH:36][CH:35]=3)[C:27]3[CH:32]=[CH:31][CH:30]=[CH:29][CH:28]=3)[CH:52]=2)=[O:47])=[CH:18]1)[CH3:16])([C:9]([CH3:12])([CH3:11])[CH3:10])([CH3:8])[CH3:7], predict the reactants needed to synthesize it. The reactants are: C([Mg]Cl)(C)C.[Si:6]([O:13][CH2:14][C@@H:15]([N:17]1[C:21]2[N:22]=[CH:23][N:24]=[CH:25][C:20]=2[C:19](I)=[CH:18]1)[CH3:16])([C:9]([CH3:12])([CH3:11])[CH3:10])([CH3:8])[CH3:7].[C:27]1([C:33](=[N:40][C:41]2[CH:42]=[N:43][CH:44]=[C:45]([CH:52]=2)[C:46](N(OC)C)=[O:47])[C:34]2[CH:39]=[CH:38][CH:37]=[CH:36][CH:35]=2)[CH:32]=[CH:31][CH:30]=[CH:29][CH:28]=1. (5) Given the product [OH:30][CH2:2][C:3]([C:5]1[CH:10]=[CH:9][CH:8]=[CH:7][C:6]=1[I:18])=[O:4], predict the reactants needed to synthesize it. The reactants are: I[CH2:2][C:3]([C:5]1[CH:10]=[CH:9][CH:8]=[CH:7][CH:6]=1)=[O:4].OC1C(OS(C2C=CC(C)=CC=2)(=O)=O)=C([I:18])C=CC=1.[OH2:30]. (6) Given the product [CH3:26][O:25][C:17]1[CH:18]=[CH:19][CH:20]=[C:21]([N+:22]([O-:24])=[O:23])[C:16]=1[N:11]1[CH2:12][CH2:13][CH2:14][N:8]([C:1]([OH:3])=[O:2])[CH2:9][CH2:10]1, predict the reactants needed to synthesize it. The reactants are: [C:1]([N:8]1[CH2:14][CH2:13][CH2:12][NH:11][CH2:10][CH2:9]1)([O:3]C(C)(C)C)=[O:2].Br[C:16]1[C:21]([N+:22]([O-:24])=[O:23])=[CH:20][CH:19]=[CH:18][C:17]=1[O:25][CH3:26].C(=O)([O-])[O-].[Cs+].[Cs+]. (7) The reactants are: N(C(OCC)=O)=NC(OCC)=O.C1(P(C2C=CC=CC=2)C2C=CC=CC=2)C=CC=CC=1.[C:32]([C:36]1[O:40][N:39]=[C:38]([NH:41][C:42](=[O:58])[C:43]([S:48]([C:51]2[CH:56]=[CH:55][C:54]([Cl:57])=[CH:53][CH:52]=2)(=[O:50])=[O:49])([CH3:47])[CH2:44][CH2:45]O)[CH:37]=1)([CH3:35])([CH3:34])[CH3:33]. Given the product [C:32]([C:36]1[O:40][N:39]=[C:38]([N:41]2[CH2:45][CH2:44][C:43]([S:48]([C:51]3[CH:56]=[CH:55][C:54]([Cl:57])=[CH:53][CH:52]=3)(=[O:50])=[O:49])([CH3:47])[C:42]2=[O:58])[CH:37]=1)([CH3:34])([CH3:33])[CH3:35], predict the reactants needed to synthesize it. (8) Given the product [C:1]([O:4][CH2:5][C:6]1[CH2:13][S:12][CH:11]2[N:8]([C:9](=[O:25])[C:10]2([O:14][CH3:15])[NH:16][C:44](=[O:43])[CH2:45][C:46]2[S:47][CH:48]=[CH:49][CH:50]=2)[C:7]=1[C:26]([O:28][CH2:29][C:30]1[CH:31]=[CH:32][C:33]([O:36][CH3:37])=[CH:34][CH:35]=1)=[O:27])(=[O:3])[NH2:2], predict the reactants needed to synthesize it. The reactants are: [C:1]([O:4][CH2:5][C:6]1[CH2:13][S:12][CH:11]2[N:8]([C:9](=[O:25])[C@:10]2(/[N:16]=C\C2C=CC=CC=2O)[O:14][CH3:15])[C:7]=1[C:26]([O:28][CH2:29][C:30]1[CH:35]=[CH:34][C:33]([O:36][CH3:37])=[CH:32][CH:31]=1)=[O:27])(=[O:3])[NH2:2].O.CS([O:43][C:44](=O)[CH2:45][C:46]1[S:47][CH:48]=[CH:49][CH:50]=1)(=O)=O.ClCCl. (9) Given the product [CH3:27][O:26][C:17]1[CH:16]=[C:21]([CH:20]=[CH:19][CH:18]=1)[N:2]([CH3:1])[C:3]1[CH:8]=[CH:7][CH:6]=[CH:5][CH:4]=1, predict the reactants needed to synthesize it. The reactants are: [CH3:1][N:2](C)[C:3]1[CH:8]=[CH:7][CH:6]=[CH:5][CH:4]=1.FC(F)(F)S(O[C:16]1[C:21]([Si](C)(C)C)=[CH:20][CH:19]=[CH:18][C:17]=1[O:26][CH3:27])(=O)=O.[F-].[K+].C1OCCOCCOCCOCCOCCOC1. (10) Given the product [NH2:18][C:8]1[CH:9]=[C:10]([N:13]([CH3:17])[C:14](=[O:16])[CH3:15])[CH:11]=[CH:12][C:7]=1[NH:6][CH2:5][CH:1]1[CH2:4][CH2:3][CH2:2]1, predict the reactants needed to synthesize it. The reactants are: [CH:1]1([CH2:5][NH:6][C:7]2[CH:12]=[CH:11][C:10]([N:13]([CH3:17])[C:14](=[O:16])[CH3:15])=[CH:9][C:8]=2[N+:18]([O-])=O)[CH2:4][CH2:3][CH2:2]1.